From a dataset of Full USPTO retrosynthesis dataset with 1.9M reactions from patents (1976-2016). Predict the reactants needed to synthesize the given product. Given the product [CH3:39][N:40]1[CH2:45][CH2:44][N:43]([C:36]([C:31]2[CH:32]=[CH:33][CH:34]=[CH:35][C:30]=2[C:27]2[CH:28]=[CH:29][C:24]([CH2:23][N:16]([C:10]3[CH:11]=[CH:12][CH:13]=[CH:14][CH:15]=3)[C:17](=[O:22])[CH2:18][CH2:19][CH2:20][CH3:21])=[CH:25][CH:26]=2)=[O:37])[CH2:42][CH2:41]1, predict the reactants needed to synthesize it. The reactants are: CCN(C(C)C)C(C)C.[C:10]1([N:16]([CH2:23][C:24]2[CH:29]=[CH:28][C:27]([C:30]3[C:31]([C:36](O)=[O:37])=[CH:32][CH:33]=[CH:34][CH:35]=3)=[CH:26][CH:25]=2)[C:17](=[O:22])[CH2:18][CH2:19][CH2:20][CH3:21])[CH:15]=[CH:14][CH:13]=[CH:12][CH:11]=1.[CH3:39][N:40]1[CH2:45][CH2:44][NH:43][CH2:42][CH2:41]1.CN(C(ON1N=NC2C=CC=NC1=2)=[N+](C)C)C.F[P-](F)(F)(F)(F)F.C(Cl)(=O)CCCC.